From a dataset of NCI-60 drug combinations with 297,098 pairs across 59 cell lines. Regression. Given two drug SMILES strings and cell line genomic features, predict the synergy score measuring deviation from expected non-interaction effect. (1) Drug 1: C1CCC(C1)C(CC#N)N2C=C(C=N2)C3=C4C=CNC4=NC=N3. Drug 2: C1CN1P(=S)(N2CC2)N3CC3. Cell line: 786-0. Synergy scores: CSS=16.4, Synergy_ZIP=2.13, Synergy_Bliss=10.1, Synergy_Loewe=6.39, Synergy_HSA=10.7. (2) Drug 1: CC1=C(C(CCC1)(C)C)C=CC(=CC=CC(=CC(=O)O)C)C. Drug 2: CC1=C2C(C(=O)C3(C(CC4C(C3C(C(C2(C)C)(CC1OC(=O)C(C(C5=CC=CC=C5)NC(=O)C6=CC=CC=C6)O)O)OC(=O)C7=CC=CC=C7)(CO4)OC(=O)C)O)C)OC(=O)C. Cell line: IGROV1. Synergy scores: CSS=9.67, Synergy_ZIP=5.80, Synergy_Bliss=10.8, Synergy_Loewe=0.385, Synergy_HSA=9.65. (3) Drug 1: CC1=C(C(CCC1)(C)C)C=CC(=CC=CC(=CC(=O)O)C)C. Drug 2: CN1C(=O)N2C=NC(=C2N=N1)C(=O)N. Cell line: IGROV1. Synergy scores: CSS=-0.468, Synergy_ZIP=-0.751, Synergy_Bliss=0.333, Synergy_Loewe=-4.62, Synergy_HSA=-4.06. (4) Drug 1: CC1C(C(CC(O1)OC2CC(CC3=C2C(=C4C(=C3O)C(=O)C5=C(C4=O)C(=CC=C5)OC)O)(C(=O)CO)O)N)O.Cl. Drug 2: CC12CCC3C(C1CCC2OP(=O)(O)O)CCC4=C3C=CC(=C4)OC(=O)N(CCCl)CCCl.[Na+]. Cell line: NCI-H460. Synergy scores: CSS=-1.21, Synergy_ZIP=-3.68, Synergy_Bliss=-6.80, Synergy_Loewe=-9.47, Synergy_HSA=-8.35. (5) Drug 1: C1CCC(C1)C(CC#N)N2C=C(C=N2)C3=C4C=CNC4=NC=N3. Cell line: SNB-75. Synergy scores: CSS=29.6, Synergy_ZIP=7.63, Synergy_Bliss=4.76, Synergy_Loewe=-21.8, Synergy_HSA=1.84. Drug 2: CCC1=CC2CC(C3=C(CN(C2)C1)C4=CC=CC=C4N3)(C5=C(C=C6C(=C5)C78CCN9C7C(C=CC9)(C(C(C8N6C)(C(=O)OC)O)OC(=O)C)CC)OC)C(=O)OC.C(C(C(=O)O)O)(C(=O)O)O. (6) Drug 1: CC1=C2C(C(=O)C3(C(CC4C(C3C(C(C2(C)C)(CC1OC(=O)C(C(C5=CC=CC=C5)NC(=O)OC(C)(C)C)O)O)OC(=O)C6=CC=CC=C6)(CO4)OC(=O)C)OC)C)OC. Drug 2: CC1=C(N=C(N=C1N)C(CC(=O)N)NCC(C(=O)N)N)C(=O)NC(C(C2=CN=CN2)OC3C(C(C(C(O3)CO)O)O)OC4C(C(C(C(O4)CO)O)OC(=O)N)O)C(=O)NC(C)C(C(C)C(=O)NC(C(C)O)C(=O)NCCC5=NC(=CS5)C6=NC(=CS6)C(=O)NCCC[S+](C)C)O. Cell line: NCI-H460. Synergy scores: CSS=73.8, Synergy_ZIP=10.3, Synergy_Bliss=7.63, Synergy_Loewe=11.4, Synergy_HSA=13.3. (7) Drug 1: CC(C)NC(=O)C1=CC=C(C=C1)CNNC.Cl. Drug 2: C(CN)CNCCSP(=O)(O)O. Cell line: COLO 205. Synergy scores: CSS=5.51, Synergy_ZIP=-1.37, Synergy_Bliss=1.22, Synergy_Loewe=3.37, Synergy_HSA=-1.02. (8) Drug 1: C(=O)(N)NO. Drug 2: C1CC(=O)NC(=O)C1N2C(=O)C3=CC=CC=C3C2=O. Cell line: SK-MEL-5. Synergy scores: CSS=-3.84, Synergy_ZIP=1.52, Synergy_Bliss=1.85, Synergy_Loewe=-2.12, Synergy_HSA=-1.62.